This data is from Peptide-MHC class I binding affinity with 185,985 pairs from IEDB/IMGT. The task is: Regression. Given a peptide amino acid sequence and an MHC pseudo amino acid sequence, predict their binding affinity value. This is MHC class I binding data. (1) The peptide sequence is LAISAVYFK. The MHC is HLA-A03:01 with pseudo-sequence HLA-A03:01. The binding affinity (normalized) is 0.344. (2) The peptide sequence is SVGTGILFM. The MHC is HLA-A11:01 with pseudo-sequence HLA-A11:01. The binding affinity (normalized) is 0.277. (3) The peptide sequence is TEVVGNVIL. The MHC is HLA-B40:02 with pseudo-sequence HLA-B40:02. The binding affinity (normalized) is 0.522. (4) The peptide sequence is FLWWNAAPA. The MHC is HLA-A02:06 with pseudo-sequence HLA-A02:06. The binding affinity (normalized) is 1.00.